From a dataset of Forward reaction prediction with 1.9M reactions from USPTO patents (1976-2016). Predict the product of the given reaction. (1) The product is: [C:13]([NH:1][C@H:2]([C:4]([OH:6])=[O:5])[CH3:3])([O:15][CH2:16][CH:17]1[C:18]2[C:23](=[CH:22][CH:21]=[CH:20][CH:19]=2)[C:24]2[C:29]1=[CH:28][CH:27]=[CH:26][CH:25]=2)=[O:14]. Given the reactants [NH2:1][C@H:2]([C:4]([OH:6])=[O:5])[CH3:3].O1CCOCC1.[C:13](ON1C(=O)CCC1=O)([O:15][CH2:16][CH:17]1[C:29]2[C:24](=[CH:25][CH:26]=[CH:27][CH:28]=2)[C:23]2[C:18]1=[CH:19][CH:20]=[CH:21][CH:22]=2)=[O:14].Cl, predict the reaction product. (2) Given the reactants [CH2:1]([N:3]([CH2:17][CH3:18])[CH2:4][CH2:5][O:6][C:7]1[CH:12]=[CH:11][C:10]([N+:13]([O-])=O)=[CH:9][C:8]=1[CH3:16])[CH3:2], predict the reaction product. The product is: [CH2:17]([N:3]([CH2:1][CH3:2])[CH2:4][CH2:5][O:6][C:7]1[CH:12]=[CH:11][C:10]([NH2:13])=[CH:9][C:8]=1[CH3:16])[CH3:18]. (3) Given the reactants [OH:1][C:2]([CH3:35])([CH3:34])[CH2:3][C@@:4]1([C:28]2[CH:33]=[CH:32][CH:31]=[CH:30][CH:29]=2)[O:9][C:8](=[O:10])[N:7]([C@H:11]([C:13]2[CH:18]=[CH:17][C:16](B3OC(C)(C)C(C)(C)O3)=[CH:15][CH:14]=2)[CH3:12])[CH2:6][CH2:5]1.Br[C:37]1[CH:38]=[CH:39][C:40](=[O:46])[N:41]([CH2:43][CH2:44][OH:45])[CH:42]=1, predict the reaction product. The product is: [OH:1][C:2]([CH3:34])([CH3:35])[CH2:3][C@@:4]1([C:28]2[CH:33]=[CH:32][CH:31]=[CH:30][CH:29]=2)[O:9][C:8](=[O:10])[N:7]([C@H:11]([C:13]2[CH:14]=[CH:15][C:16]([C:37]3[CH:38]=[CH:39][C:40](=[O:46])[N:41]([CH2:43][CH2:44][OH:45])[CH:42]=3)=[CH:17][CH:18]=2)[CH3:12])[CH2:6][CH2:5]1. (4) Given the reactants [F:1][C:2]1[CH:7]=[C:6]([N+:8]([O-])=O)[C:5]([O:11][CH3:12])=[CH:4][C:3]=1[CH2:13][CH2:14][N:15]1[CH2:20][CH2:19][CH2:18][CH2:17][CH2:16]1, predict the reaction product. The product is: [F:1][C:2]1[C:3]([CH2:13][CH2:14][N:15]2[CH2:20][CH2:19][CH2:18][CH2:17][CH2:16]2)=[CH:4][C:5]([O:11][CH3:12])=[C:6]([CH:7]=1)[NH2:8]. (5) Given the reactants [NH2:1][C:2]1[CH:7]=[C:6]([C:8]2[S:9][CH:10]=[CH:11][CH:12]=2)[CH:5]=[CH:4][C:3]=1[NH:13][C:14](=[O:20])[O:15][C:16]([CH3:19])([CH3:18])[CH3:17].C(N(CC)CC)C.[Cl:28][CH2:29][C:30]1[CH:38]=[CH:37][C:33]([C:34](Cl)=[O:35])=[CH:32][CH:31]=1, predict the reaction product. The product is: [Cl:28][CH2:29][C:30]1[CH:38]=[CH:37][C:33]([C:34]([NH:1][C:2]2[CH:7]=[C:6]([C:8]3[S:9][CH:10]=[CH:11][CH:12]=3)[CH:5]=[CH:4][C:3]=2[NH:13][C:14](=[O:20])[O:15][C:16]([CH3:17])([CH3:19])[CH3:18])=[O:35])=[CH:32][CH:31]=1.